Dataset: TCR-epitope binding with 47,182 pairs between 192 epitopes and 23,139 TCRs. Task: Binary Classification. Given a T-cell receptor sequence (or CDR3 region) and an epitope sequence, predict whether binding occurs between them. (1) The TCR CDR3 sequence is CASRPEKETGELFF. The epitope is PKYVKQNTLKLAT. Result: 1 (the TCR binds to the epitope). (2) The epitope is ISDYDYYRY. The TCR CDR3 sequence is CSVDGGTTNTGELFF. Result: 0 (the TCR does not bind to the epitope). (3) Result: 0 (the TCR does not bind to the epitope). The TCR CDR3 sequence is CASSSRAAYEQYF. The epitope is GTSGSPIVNR. (4) The epitope is RLDKVEAEV. The TCR CDR3 sequence is CASSFLLGVKGYEQYF. Result: 0 (the TCR does not bind to the epitope). (5) The epitope is KLFIRQEEV. The TCR CDR3 sequence is CASSYSIRDGAYSGLNSPLHF. Result: 0 (the TCR does not bind to the epitope). (6) The epitope is IPRRNVATL. The TCR CDR3 sequence is CASSQDGSGGLGEQFF. Result: 0 (the TCR does not bind to the epitope).